This data is from NCI-60 drug combinations with 297,098 pairs across 59 cell lines. The task is: Regression. Given two drug SMILES strings and cell line genomic features, predict the synergy score measuring deviation from expected non-interaction effect. (1) Drug 1: C1=CN(C(=O)N=C1N)C2C(C(C(O2)CO)O)O.Cl. Drug 2: CC1=C2C(C(=O)C3(C(CC4C(C3C(C(C2(C)C)(CC1OC(=O)C(C(C5=CC=CC=C5)NC(=O)OC(C)(C)C)O)O)OC(=O)C6=CC=CC=C6)(CO4)OC(=O)C)O)C)O. Cell line: COLO 205. Synergy scores: CSS=51.2, Synergy_ZIP=2.25, Synergy_Bliss=-0.0231, Synergy_Loewe=0.350, Synergy_HSA=1.34. (2) Drug 1: C1CCC(C1)C(CC#N)N2C=C(C=N2)C3=C4C=CNC4=NC=N3. Drug 2: CC1CCC2CC(C(=CC=CC=CC(CC(C(=O)C(C(C(=CC(C(=O)CC(OC(=O)C3CCCCN3C(=O)C(=O)C1(O2)O)C(C)CC4CCC(C(C4)OC)OCCO)C)C)O)OC)C)C)C)OC. Cell line: NCIH23. Synergy scores: CSS=29.7, Synergy_ZIP=-0.599, Synergy_Bliss=1.38, Synergy_Loewe=1.36, Synergy_HSA=3.87. (3) Drug 1: C1CC(=O)NC(=O)C1N2CC3=C(C2=O)C=CC=C3N. Drug 2: C1C(C(OC1N2C=NC3=C(N=C(N=C32)Cl)N)CO)O. Cell line: SK-MEL-2. Synergy scores: CSS=5.04, Synergy_ZIP=-1.67, Synergy_Bliss=1.23, Synergy_Loewe=-6.88, Synergy_HSA=-0.777. (4) Drug 1: C1C(C(OC1N2C=NC3=C2NC=NCC3O)CO)O. Drug 2: N.N.Cl[Pt+2]Cl. Cell line: SNB-19. Synergy scores: CSS=26.4, Synergy_ZIP=1.68, Synergy_Bliss=1.86, Synergy_Loewe=-2.32, Synergy_HSA=0.122. (5) Drug 1: CCC(=C(C1=CC=CC=C1)C2=CC=C(C=C2)OCCN(C)C)C3=CC=CC=C3.C(C(=O)O)C(CC(=O)O)(C(=O)O)O. Drug 2: CC1=C2C(C(=O)C3(C(CC4C(C3C(C(C2(C)C)(CC1OC(=O)C(C(C5=CC=CC=C5)NC(=O)OC(C)(C)C)O)O)OC(=O)C6=CC=CC=C6)(CO4)OC(=O)C)O)C)O. Cell line: SK-MEL-5. Synergy scores: CSS=1.83, Synergy_ZIP=13.3, Synergy_Bliss=16.4, Synergy_Loewe=15.9, Synergy_HSA=16.0. (6) Drug 1: CC1C(C(CC(O1)OC2CC(CC3=C2C(=C4C(=C3O)C(=O)C5=C(C4=O)C(=CC=C5)OC)O)(C(=O)CO)O)N)O.Cl. Drug 2: B(C(CC(C)C)NC(=O)C(CC1=CC=CC=C1)NC(=O)C2=NC=CN=C2)(O)O. Cell line: SK-MEL-5. Synergy scores: CSS=38.5, Synergy_ZIP=-2.22, Synergy_Bliss=1.24, Synergy_Loewe=-7.16, Synergy_HSA=0.205. (7) Drug 1: C1CN(CCN1C(=O)CCBr)C(=O)CCBr. Drug 2: C1CN(P(=O)(OC1)NCCCl)CCCl. Cell line: NCI-H522. Synergy scores: CSS=2.68, Synergy_ZIP=-3.49, Synergy_Bliss=0.871, Synergy_Loewe=-14.8, Synergy_HSA=-4.04. (8) Drug 1: CC1C(C(CC(O1)OC2CC(OC(C2O)C)OC3=CC4=CC5=C(C(=O)C(C(C5)C(C(=O)C(C(C)O)O)OC)OC6CC(C(C(O6)C)O)OC7CC(C(C(O7)C)O)OC8CC(C(C(O8)C)O)(C)O)C(=C4C(=C3C)O)O)O)O. Drug 2: CCC1(C2=C(COC1=O)C(=O)N3CC4=CC5=C(C=CC(=C5CN(C)C)O)N=C4C3=C2)O.Cl. Cell line: NCI-H322M. Synergy scores: CSS=27.0, Synergy_ZIP=-0.148, Synergy_Bliss=1.63, Synergy_Loewe=-4.34, Synergy_HSA=-0.208.